This data is from Forward reaction prediction with 1.9M reactions from USPTO patents (1976-2016). The task is: Predict the product of the given reaction. (1) Given the reactants [C:1]([C:3]1[C:12]2[C:7](=[CH:8][CH:9]=[CH:10][CH:11]=2)[C:6]([NH:13][C@H:14]([C@H:18]([OH:20])[CH3:19])[C:15]([OH:17])=O)=[CH:5][CH:4]=1)#[N:2].[C:21]([C:23]1[CH:32]=[CH:31][C:26]([C:27]([NH:29][NH2:30])=[O:28])=[CH:25][CH:24]=1)#[N:22].O.ON1C2C=CC=CC=2N=N1.Cl.CN(C)CCCN=C=NCC.C(N(CC)CC)C, predict the reaction product. The product is: [C:21]([C:23]1[CH:24]=[CH:25][C:26]([C:27]([NH:29][NH:30][C:15](=[O:17])[C@H:14]([NH:13][C:6]2[C:7]3[C:12](=[CH:11][CH:10]=[CH:9][CH:8]=3)[C:3]([C:1]#[N:2])=[CH:4][CH:5]=2)[C@H:18]([OH:20])[CH3:19])=[O:28])=[CH:31][CH:32]=1)#[N:22]. (2) Given the reactants [C:1]1([C:7]2[N:12]=[C:11]([C:13]3[CH:18]=[CH:17][CH:16]=[CH:15][CH:14]=3)[N:10]=[C:9]([C:19]3[C:31]4[C:30]5[C:25](=[CH:26][CH:27]=[CH:28][CH:29]=5)[C:24]5([C:43]6[C:42](OC)=[CH:41][CH:40]=[C:39]([C:46]7[N:51]=[C:50]([C:52]8[CH:57]=[CH:56][CH:55]=[CH:54][CH:53]=8)[N:49]=[C:48]([C:58]8[CH:63]=[CH:62][CH:61]=[CH:60][CH:59]=8)[N:47]=7)[C:38]=6[C:37]6[C:32]5=[CH:33][CH:34]=[CH:35][CH:36]=6)[C:23]=4[C:22](OC)=[CH:21][CH:20]=3)[N:8]=2)[CH:6]=[CH:5][CH:4]=[CH:3][CH:2]=1.C1(N2C(Cl)=NN=N2)C=CC=CC=1.C([O-])([O-])=O.[K+].[K+], predict the reaction product. The product is: [C:58]1([C:48]2[N:49]=[C:50]([C:52]3[CH:53]=[CH:54][CH:55]=[CH:56][CH:57]=3)[N:51]=[C:46]([C:39]3[C:38]4[C:37]5[C:32](=[CH:33][CH:34]=[CH:35][CH:36]=5)[C:24]5([C:23]6[CH:22]=[CH:21][CH:20]=[C:19]([C:9]7[N:8]=[C:7]([C:1]8[CH:2]=[CH:3][CH:4]=[CH:5][CH:6]=8)[N:12]=[C:11]([C:13]8[CH:14]=[CH:15][CH:16]=[CH:17][CH:18]=8)[N:10]=7)[C:31]=6[C:30]6[C:25]5=[CH:26][CH:27]=[CH:28][CH:29]=6)[C:43]=4[CH:42]=[CH:41][CH:40]=3)[N:47]=2)[CH:63]=[CH:62][CH:61]=[CH:60][CH:59]=1. (3) Given the reactants Br[C:2]1[CH:23]=[CH:22][C:5]2[C:6]3[N:7]=[C:8]([C:14]4[N:15]([CH:19]([CH3:21])[CH3:20])[N:16]=[CH:17][N:18]=4)[S:9][C:10]=3[CH2:11][CH2:12][O:13][C:4]=2[CH:3]=1.[OH-:24].[K+].C(P(C(C)(C)C)C1C(C)=C(C)C(C)=C(C)C=1C1C(CCC)=CC(CCC)=CC=1CCC)(C)(C)C.O, predict the reaction product. The product is: [CH:19]([N:15]1[C:14]([C:8]2[S:9][C:10]3[CH2:11][CH2:12][O:13][C:4]4[CH:3]=[C:2]([OH:24])[CH:23]=[CH:22][C:5]=4[C:6]=3[N:7]=2)=[N:18][CH:17]=[N:16]1)([CH3:21])[CH3:20]. (4) Given the reactants [N+:1]([C:4]1[CH:12]=[C:11]2[C:7]([CH2:8][CH2:9][CH2:10]2)=[CH:6][C:5]=1[OH:13])([O-:3])=[O:2].[CH3:14][O:15][CH2:16]Cl.O, predict the reaction product. The product is: [CH3:14][O:15][CH2:16][O:13][C:5]1[CH:6]=[C:7]2[C:11](=[CH:12][C:4]=1[N+:1]([O-:3])=[O:2])[CH2:10][CH2:9][CH2:8]2. (5) Given the reactants [Br:1][C:2]1[C:27]([CH3:28])=[CH:26][C:5]([O:6][C@H:7]2[CH2:11][CH2:10][N:9]([CH:12]3[CH2:17][CH2:16][N:15](C(OC(C)(C)C)=O)[CH2:14][CH2:13]3)[C:8]2=[O:25])=[C:4]([F:29])[CH:3]=1.[ClH:30], predict the reaction product. The product is: [ClH:30].[Br:1][C:2]1[C:27]([CH3:28])=[CH:26][C:5]([O:6][C@H:7]2[CH2:11][CH2:10][N:9]([CH:12]3[CH2:17][CH2:16][NH:15][CH2:14][CH2:13]3)[C:8]2=[O:25])=[C:4]([F:29])[CH:3]=1.